Dataset: TCR-epitope binding with 47,182 pairs between 192 epitopes and 23,139 TCRs. Task: Binary Classification. Given a T-cell receptor sequence (or CDR3 region) and an epitope sequence, predict whether binding occurs between them. (1) Result: 0 (the TCR does not bind to the epitope). The TCR CDR3 sequence is CASSLGDRVGSPLHF. The epitope is EILDITPCSF. (2) The epitope is KLSYGIATV. The TCR CDR3 sequence is CASSQDSGLAAYEQYF. Result: 1 (the TCR binds to the epitope). (3) The epitope is FVDGVPFVV. Result: 1 (the TCR binds to the epitope). The TCR CDR3 sequence is CASSQELADTEAFF. (4) The epitope is RLFRKSNLK. The TCR CDR3 sequence is CASSDMNTGELFF. Result: 0 (the TCR does not bind to the epitope). (5) The epitope is TFYLTNDVSFL. The TCR CDR3 sequence is CSVQGSDTEAFF. Result: 0 (the TCR does not bind to the epitope).